Task: Predict which catalyst facilitates the given reaction.. Dataset: Catalyst prediction with 721,799 reactions and 888 catalyst types from USPTO (1) Reactant: C1(C)C=CC(S(CC[O:12][C:13](=[O:49])[CH2:14][O:15][C:16]2[CH:21]=[CH:20][C:19]([S:22]([N:25]3[C:29]4[CH:30]=[CH:31][C:32](OC)=[CH:33][C:28]=4[N:27]=[C:26]3[S:36]([CH2:38][C:39]3[C:44]([CH3:45])=[C:43]([O:46][CH3:47])[C:42](C)=[CH:41][N:40]=3)=[O:37])(=[O:24])=[O:23])=[CH:18][CH:17]=2)(=O)=O)=CC=1.C1(C)C=CC(S([CH2:60][CH2:61][O:62][C:63](=O)COC2C=CC(S(N3C4C=C(OC)C=CC=4N=C3S(CC3C(C)=C(OC)C(C)=CN=3)=O)(=O)=O)=CC=2)(=O)=O)=CC=1.C([O-])(O)=O.[Na+:105]. Product: [Na+:105].[CH3:63][O:62][CH2:61][CH2:60][CH2:47][O:46][C:43]1[CH:42]=[CH:41][N:40]=[C:39]([CH2:38][S:36]([C:26]2[N:25]([S:22]([C:19]3[CH:20]=[CH:21][C:16]([O:15][CH2:14][C:13]([O-:12])=[O:49])=[CH:17][CH:18]=3)(=[O:23])=[O:24])[C:29]3[CH:30]=[CH:31][CH:32]=[CH:33][C:28]=3[N:27]=2)=[O:37])[C:44]=1[CH3:45]. The catalyst class is: 47. (2) Reactant: [Br:1][C:2]1[CH:8]=[CH:7][C:5]([NH2:6])=[C:4]([CH2:9][CH3:10])[CH:3]=1.C(N(CC)CC)C.[C:18](Cl)(=[O:20])[CH3:19].O. Product: [Br:1][C:2]1[CH:8]=[CH:7][C:5]([NH:6][C:18](=[O:20])[CH3:19])=[C:4]([CH2:9][CH3:10])[CH:3]=1. The catalyst class is: 4. (3) Reactant: [Cl:1][C:2]1[CH:10]=[C:9]([F:11])[C:8]([F:12])=[CH:7][C:3]=1[C:4]([OH:6])=[O:5].[C:13](Cl)(=O)C. Product: [CH3:13][O:5][C:4](=[O:6])[C:3]1[CH:7]=[C:8]([F:12])[C:9]([F:11])=[CH:10][C:2]=1[Cl:1]. The catalyst class is: 5.